Dataset: Reaction yield outcomes from USPTO patents with 853,638 reactions. Task: Predict the reaction yield, written as a fraction of the theoretical maximum amount of product (1.0 means a 100% yield; for example, 0.34 means a 34% yield). (1) The reactants are Cl.[OH:2][NH2:3].C(=O)([O-])[O-].[Na+].[Na+].[O:10]1[C:14]2([CH2:19][CH2:18][CH2:17][CH2:16][CH2:15]2)[O:13][CH2:12][C@@H:11]1[CH:20]=O. The catalyst is O.C1COCC1. The product is [O:10]1[C:14]2([CH2:19][CH2:18][CH2:17][CH2:16][CH2:15]2)[O:13][CH2:12][C@@H:11]1[CH:20]=[N:3][OH:2]. The yield is 0.990. (2) The reactants are Br[C:2]1[CH:7]=[CH:6][C:5]([S:8]([NH:11][C@H:12]([C:16]([O:18][CH3:19])=[O:17])[CH:13]([CH3:15])[CH3:14])(=[O:10])=[O:9])=[CH:4][CH:3]=1.[N+:20]([C:23]1[CH:28]=[CH:27][C:26](B(O)O)=[CH:25][CH:24]=1)([O-:22])=[O:21].C1(C)C=CC=CC=1.C(=O)(O)[O-].[Na+]. The catalyst is C(Cl)Cl.C(O)C. The product is [N+:20]([C:23]1[CH:28]=[CH:27][C:26]([C:2]2[CH:7]=[CH:6][C:5]([S:8]([NH:11][C@H:12]([C:16]([O:18][CH3:19])=[O:17])[CH:13]([CH3:15])[CH3:14])(=[O:10])=[O:9])=[CH:4][CH:3]=2)=[CH:25][CH:24]=1)([O-:22])=[O:21]. The yield is 0.420. (3) The reactants are [CH:1]1([C:4]2[NH:13][C:7]3=[N+:8]([O-])[CH:9]=[CH:10][CH:11]=[C:6]3[CH:5]=2)[CH2:3][CH2:2]1.CS([Cl:18])(=O)=O.O.[OH-].[Na+]. The catalyst is CN(C)C=O. The product is [Cl:18][C:11]1[CH:10]=[CH:9][N:8]=[C:7]2[NH:13][C:4]([CH:1]3[CH2:3][CH2:2]3)=[CH:5][C:6]=12. The yield is 0.740.